Dataset: Catalyst prediction with 721,799 reactions and 888 catalyst types from USPTO. Task: Predict which catalyst facilitates the given reaction. (1) Reactant: [H-].[Na+].[OH:3][CH:4]([CH2:8][C:9]#[N:10])[CH2:5][C:6]#[N:7].S(OC)(O[CH3:15])(=O)=O. Product: [CH3:15][O:3][CH:4]([CH2:8][C:9]#[N:10])[CH2:5][C:6]#[N:7]. The catalyst class is: 7. (2) Product: [CH3:1][C:2]([CH3:10])([CH3:9])[CH2:3][CH2:4][S:5]([O:30][C:27]1[CH:28]=[CH:29][C:24]([C:23]2[N:19]([C:13]3[CH:14]=[CH:15][C:16]([Cl:18])=[CH:17][C:12]=3[Cl:11])[N:20]=[C:21]([C:32]([NH:34][N:35]3[CH2:36][CH2:37][CH2:38][CH2:39][CH2:40]3)=[O:33])[C:22]=2[CH3:31])=[CH:25][CH:26]=1)(=[O:7])=[O:6]. The catalyst class is: 2. Reactant: [CH3:1][C:2]([CH3:10])([CH3:9])[CH2:3][CH2:4][S:5](Cl)(=[O:7])=[O:6].[Cl:11][C:12]1[CH:17]=[C:16]([Cl:18])[CH:15]=[CH:14][C:13]=1[N:19]1[C:23]([C:24]2[CH:29]=[CH:28][C:27]([OH:30])=[CH:26][CH:25]=2)=[C:22]([CH3:31])[C:21]([C:32]([NH:34][N:35]2[CH2:40][CH2:39][CH2:38][CH2:37][CH2:36]2)=[O:33])=[N:20]1.O. (3) Reactant: [C:1]([O:5][C:6](=[O:13])[N:7]([CH2:9][CH2:10][CH2:11][NH2:12])[CH3:8])([CH3:4])([CH3:3])[CH3:2].C(N(CC)C(C)C)(C)C.[CH:23]1([C:27](Cl)=[O:28])[CH2:26][CH2:25][CH2:24]1. Product: [C:1]([O:5][C:6](=[O:13])[N:7]([CH2:9][CH2:10][CH2:11][NH:12][C:27]([CH:23]1[CH2:26][CH2:25][CH2:24]1)=[O:28])[CH3:8])([CH3:4])([CH3:2])[CH3:3]. The catalyst class is: 2. (4) Reactant: [NH:1]1[C:6]2[CH:7]=[CH:8][S:9][C:5]=2[C:4](=[O:10])[NH:3][C:2]1=[O:11].[Br:12]Br. Product: [Br:12][C:7]1[C:6]2[NH:1][C:2](=[O:11])[NH:3][C:4](=[O:10])[C:5]=2[S:9][CH:8]=1. The catalyst class is: 15. (5) Reactant: [CH3:1][CH2:2][CH2:3][CH2:4][NH:5][C:6]1[CH:7]=[C:8]([C:23]([OH:25])=[O:24])[CH:9]=[C:10]([S:19]([NH2:22])(=[O:21])=[O:20])[C:11]=1[O:12][C:13]1[CH:14]=[CH:15][CH:16]=[CH:17][CH:18]=1.[C:26]([O:32][CH2:33]Cl)(=[O:31])[C:27]([CH3:30])([CH3:29])[CH3:28].C(N(CC)CC)C.[I-].[Na+]. Product: [NH2:22][S:19]([C:10]1[CH:9]=[C:8]([CH:7]=[C:6]([NH:5][CH2:4][CH2:3][CH2:2][CH3:1])[C:11]=1[O:12][C:13]1[CH:18]=[CH:17][CH:16]=[CH:15][CH:14]=1)[C:23]([O:25][CH2:33][O:32][C:26]([C:27]([CH3:30])([CH3:29])[CH3:28])=[O:31])=[O:24])(=[O:21])=[O:20]. The catalyst class is: 9. (6) Reactant: O[CH:2]([C:23]1[CH:28]=[CH:27][CH:26]=[CH:25][CH:24]=1)[C:3]1[CH:8]=[CH:7][C:6]([NH:9][C:10]([C@H:12]2[O:16][N:15]=[C:14]([C:17]3[CH:18]=[N:19][CH:20]=[CH:21][CH:22]=3)[CH2:13]2)=[O:11])=[CH:5][CH:4]=1.[ClH:29].O=S(Cl)[Cl:32]. The catalyst class is: 2. Product: [ClH:32].[Cl:29][CH:2]([C:23]1[CH:28]=[CH:27][CH:26]=[CH:25][CH:24]=1)[C:3]1[CH:8]=[CH:7][C:6]([NH:9][C:10]([C@H:12]2[O:16][N:15]=[C:14]([C:17]3[CH:18]=[N:19][CH:20]=[CH:21][CH:22]=3)[CH2:13]2)=[O:11])=[CH:5][CH:4]=1. (7) Reactant: [H-].[Na+].[O:3]=[C:4]([CH3:11])[CH2:5][C:6]([O:8][CH2:9][CH3:10])=[O:7].[Li]CCCC.[CH3:17][C:18]([C:21]1[CH:32]=[CH:31][C:24]([C:25](N(C)OC)=[O:26])=[CH:23][CH:22]=1)([CH3:20])[CH3:19]. Product: [CH3:20][C:18]([C:21]1[CH:22]=[CH:23][C:24]([C:25](=[O:26])[CH2:11][C:4](=[O:3])[CH2:5][C:6]([O:8][CH2:9][CH3:10])=[O:7])=[CH:31][CH:32]=1)([CH3:17])[CH3:19]. The catalyst class is: 1. (8) Reactant: Br[CH2:2][CH2:3][CH2:4][C:5]1[CH:10]=[CH:9][CH:8]=[CH:7][CH:6]=1.BrCCBr.[C:15](OCC)(=[O:21])[C:16]([O:18][CH2:19][CH3:20])=[O:17].Cl. Product: [O:21]=[C:15]([CH2:2][CH2:3][CH2:4][C:5]1[CH:10]=[CH:9][CH:8]=[CH:7][CH:6]=1)[C:16]([O:18][CH2:19][CH3:20])=[O:17]. The catalyst class is: 316. (9) Reactant: Br[CH2:2][C:3]([C:5]1[CH:10]=[CH:9][C:8]([Cl:11])=[C:7]([Cl:12])[CH:6]=1)=[O:4].[BH4-].[Na+].[OH-].[Na+]. Product: [Cl:12][C:7]1[CH:6]=[C:5]([CH:3]2[CH2:2][O:4]2)[CH:10]=[CH:9][C:8]=1[Cl:11]. The catalyst class is: 5.